Dataset: Forward reaction prediction with 1.9M reactions from USPTO patents (1976-2016). Task: Predict the product of the given reaction. Given the reactants CC1C=CC(S(O[CH2:12][CH:13]2[CH2:17][C:16]3[CH:18]=[CH:19][C:20]([Cl:29])=[C:21]([C:22]4[CH:27]=[CH:26][CH:25]=[CH:24][C:23]=4[Cl:28])[C:15]=3[O:14]2)(=O)=O)=CC=1.[N-:30]=[N+:31]=[N-:32].[Na+], predict the reaction product. The product is: [N:30]([CH2:12][CH:13]1[CH2:17][C:16]2[CH:18]=[CH:19][C:20]([Cl:29])=[C:21]([C:22]3[CH:27]=[CH:26][CH:25]=[CH:24][C:23]=3[Cl:28])[C:15]=2[O:14]1)=[N+:31]=[N-:32].